Dataset: Forward reaction prediction with 1.9M reactions from USPTO patents (1976-2016). Task: Predict the product of the given reaction. (1) Given the reactants [NH2:1][CH:2]1[C:8](=[O:9])[N:7]([CH3:10])[C:6]2[CH:11]=[CH:12][CH:13]=[CH:14][C:5]=2[C:4]2[CH:15]=[CH:16][CH:17]=[CH:18][C:3]1=2.[CH3:19][CH:20]([C:24]([NH:26][CH2:27][C:28]1[CH:33]=[C:32]([Cl:34])[CH:31]=[C:30]([Cl:35])[CH:29]=1)=[O:25])[C:21](O)=[O:22], predict the reaction product. The product is: [Cl:34][C:32]1[CH:33]=[C:28]([CH:29]=[C:30]([Cl:35])[CH:31]=1)[CH2:27][NH:26][C:24](=[O:25])[CH:20]([CH3:19])[C:21]([NH:1][CH:2]1[C:8](=[O:9])[N:7]([CH3:10])[C:6]2[CH:11]=[CH:12][CH:13]=[CH:14][C:5]=2[C:4]2[CH:15]=[CH:16][CH:17]=[CH:18][C:3]1=2)=[O:22]. (2) Given the reactants S(=O)(=O)(O)O.[Cl:6][C:7]1[CH:8]=[C:9]([CH:13]=[C:14]([Cl:16])[CH:15]=1)[C:10]([OH:12])=[O:11].[N+:17]([O-])([OH:19])=[O:18], predict the reaction product. The product is: [Cl:6][C:7]1[C:8]([N+:17]([O-:19])=[O:18])=[C:9]([CH:13]=[C:14]([Cl:16])[CH:15]=1)[C:10]([OH:12])=[O:11]. (3) Given the reactants [CH3:1][S:2]([C:5]1[CH:6]=[C:7]2[C:11](=[CH:12][CH:13]=1)[NH:10][C:9](=[O:14])[CH2:8]2)(=[O:4])=[O:3].[CH:15]([C:17]1[NH:21][C:20]2[CH2:22][CH2:23][CH2:24][CH2:25][CH2:26][C:19]=2[C:18]=1[CH2:27][CH2:28][C:29]([OH:31])=[O:30])=O.N1CCCCC1, predict the reaction product. The product is: [CH3:1][S:2]([C:5]1[CH:6]=[C:7]2[C:11](=[CH:12][CH:13]=1)[NH:10][C:9](=[O:14])/[C:8]/2=[CH:15]\[C:17]1[NH:21][C:20]2[CH2:22][CH2:23][CH2:24][CH2:25][CH2:26][C:19]=2[C:18]=1[CH2:27][CH2:28][C:29]([OH:31])=[O:30])(=[O:4])=[O:3]. (4) Given the reactants C(OC([N:8]1[CH2:13][CH2:12][CH:11]([CH2:14][N:15]([CH2:33][CH3:34])[CH:16]2[CH2:25][CH2:24][C:23]3[C:18](=[CH:19][C:20]([NH:26][C:27](=[O:32])[C:28]([F:31])([F:30])[F:29])=[CH:21][CH:22]=3)[CH2:17]2)[CH2:10][CH2:9]1)=O)(C)(C)C.FC(F)(F)C(O)=O, predict the reaction product. The product is: [CH2:33]([N:15]([CH2:14][CH:11]1[CH2:10][CH2:9][NH:8][CH2:13][CH2:12]1)[CH:16]1[CH2:17][C:18]2[CH:19]=[C:20]([NH:26][C:27](=[O:32])[C:28]([F:29])([F:30])[F:31])[CH:21]=[CH:22][C:23]=2[CH2:24][CH2:25]1)[CH3:34]. (5) Given the reactants [F:1][C:2]([C:5]1[N:6]=[C:7]([CH2:10][N:11]2[N:15]=[C:14]([NH2:16])[CH:13]=[N:12]2)[S:8][CH:9]=1)([F:4])[CH3:3].[CH3:17][N:18]([CH3:33])[C:19]1[CH:20]=[C:21]([C:25]2[O:29][CH:28]=[N:27][C:26]=2[C:30](O)=[O:31])[CH:22]=[CH:23][CH:24]=1, predict the reaction product. The product is: [F:1][C:2]([C:5]1[N:6]=[C:7]([CH2:10][N:11]2[N:15]=[C:14]([NH:16][C:30]([C:26]3[N:27]=[CH:28][O:29][C:25]=3[C:21]3[CH:22]=[CH:23][CH:24]=[C:19]([N:18]([CH3:33])[CH3:17])[CH:20]=3)=[O:31])[CH:13]=[N:12]2)[S:8][CH:9]=1)([F:4])[CH3:3]. (6) The product is: [CH2:8]([N:15]([C@H:16]1[CH2:21][CH2:20][NH:19][CH2:18][C@H:17]1[O:29][CH3:30])[C:31](=[O:32])[O:33][CH2:34][C:35]1[CH:40]=[CH:39][CH:38]=[CH:37][CH:36]=1)[C:9]1[CH:10]=[CH:11][CH:12]=[CH:13][CH:14]=1. Given the reactants Cl.C(OCC)(=O)C.[CH2:8]([N:15]([C:31]([O:33][CH2:34][C:35]1[CH:40]=[CH:39][CH:38]=[CH:37][CH:36]=1)=[O:32])[C@H:16]1[CH2:21][CH2:20][N:19](C(OC(C)(C)C)=O)[CH2:18][C@H:17]1[O:29][CH3:30])[C:9]1[CH:14]=[CH:13][CH:12]=[CH:11][CH:10]=1, predict the reaction product. (7) Given the reactants [C:1]([O:5][C:6]([N:8]1[CH2:12][C@H:11]([CH3:13])[C@H:10]([NH:14][C:15]2[C:16]3[N:17]([CH:24]=[C:25]([C:27]([O:29]CC)=[O:28])[CH:26]=3)[N:18]=[CH:19][C:20]=2[C:21](=[O:23])[NH2:22])[CH2:9]1)=[O:7])([CH3:4])([CH3:3])[CH3:2].[OH-].[Na+], predict the reaction product. The product is: [C:1]([O:5][C:6]([N:8]1[CH2:12][C@H:11]([CH3:13])[C@H:10]([NH:14][C:15]2[C:16]3[N:17]([CH:24]=[C:25]([C:27]([OH:29])=[O:28])[CH:26]=3)[N:18]=[CH:19][C:20]=2[C:21](=[O:23])[NH2:22])[CH2:9]1)=[O:7])([CH3:2])([CH3:3])[CH3:4]. (8) The product is: [C:1]([C:3]1[CH:4]=[C:5]([C:13]2[O:15][N:49]=[C:50]([C:51]3[CH:68]=[CH:67][C:54]4[CH2:55][CH2:56][N:57]([C:60]([O:62][C:63]([CH3:64])([CH3:65])[CH3:66])=[O:61])[CH2:58][CH2:59][C:53]=4[C:52]=3[CH3:69])[N:70]=2)[CH:6]=[N:7][C:8]=1[NH:9][CH:10]([CH3:11])[CH3:12])#[N:2]. Given the reactants [C:1]([C:3]1[CH:4]=[C:5]([C:13]([OH:15])=O)[CH:6]=[N:7][C:8]=1[NH:9][CH:10]([CH3:12])[CH3:11])#[N:2].C(N1CCOCC1)C.CN(C(ON1N=NC2C=CC=NC1=2)=[N+](C)C)C.F[P-](F)(F)(F)(F)F.O[NH:49][C:50](=[NH:70])[C:51]1[CH:68]=[CH:67][C:54]2[CH2:55][CH2:56][N:57]([C:60]([O:62][C:63]([CH3:66])([CH3:65])[CH3:64])=[O:61])[CH2:58][CH2:59][C:53]=2[C:52]=1[CH3:69], predict the reaction product.